This data is from Reaction yield outcomes from USPTO patents with 853,638 reactions. The task is: Predict the reaction yield, written as a fraction of the theoretical maximum amount of product (1.0 means a 100% yield; for example, 0.34 means a 34% yield). (1) The reactants are Br[C:2]1[CH:7]=[CH:6][C:5]([CH3:8])=[CH:4][C:3]=1[C:9]([OH:14])([CH2:12][CH3:13])[CH2:10][CH3:11].[Li]CCCC.[B:20](OC)(OC)[O:21]C.CC(=O)OCC. The catalyst is C1COCC1. The product is [CH2:10]([C:9]1([CH2:12][CH3:13])[O:14][B:20]([OH:21])[C:2]2[CH:7]=[CH:6][C:5]([CH3:8])=[CH:4][C:3]1=2)[CH3:11]. The yield is 0.389. (2) The reactants are [C:1]1([C:7]2[O:8][C:9]([C:15]([F:18])([F:17])[F:16])=[C:10]([C:12]([OH:14])=O)[N:11]=2)[CH:6]=[CH:5][CH:4]=[CH:3][CH:2]=1.CCN=C=NCCCN(C)C.[NH2:30][CH2:31][CH2:32][C:33]([O:35]C)=[O:34].C1C=CC2N(O)N=NC=2C=1.C(N(C(C)C)C(C)C)C. The catalyst is ClCCl.C([O-])(O)=O.[Na+]. The product is [C:1]1([C:7]2[O:8][C:9]([C:15]([F:18])([F:17])[F:16])=[C:10]([C:12]([NH:30][CH2:31][CH2:32][C:33]([OH:35])=[O:34])=[O:14])[N:11]=2)[CH:2]=[CH:3][CH:4]=[CH:5][CH:6]=1. The yield is 0.990. (3) The reactants are [O:1]=[C:2]1[CH2:7][CH2:6][CH:5]([NH:8][C:9](=[O:15])[O:10][C:11]([CH3:14])([CH3:13])[CH3:12])[CH2:4][CH2:3]1.[Br:16]Br.S([O-])([O-])(=O)=O.[Na+].[Na+]. The catalyst is C(OCC)(=O)C.BrBr.[Cl-].[Cl-].[Cl-].[Al+3]. The product is [Br:16][CH:7]1[C:2](=[O:1])[CH2:3][CH2:4][CH:5]([NH:8][C:9](=[O:15])[O:10][C:11]([CH3:12])([CH3:14])[CH3:13])[CH2:6]1. The yield is 0.850. (4) The reactants are CCN(C(C)C)C(C)C.[OH:10][C:11]1[CH:12]=[CH:13][CH:14]=[C:15]2[C:20]=1[O:19][C:18](=[O:21])[C:17]([C:22]([OH:24])=O)=[CH:16]2.CN(C(ON1N=NC2C=CC=NC1=2)=[N+](C)C)C.F[P-](F)(F)(F)(F)F.[N:49]1[O:53][N:52]=[C:51]2[CH:54]=[C:55]([C:58]3[CH:59]=[C:60]([NH2:64])[CH:61]=[CH:62][CH:63]=3)[CH:56]=[CH:57][C:50]=12. The catalyst is CN(C=O)C. The product is [N:49]1[O:53][N:52]=[C:51]2[CH:54]=[C:55]([C:58]3[CH:59]=[C:60]([NH:64][C:22]([C:17]4[C:18](=[O:21])[O:19][C:20]5[C:15]([CH:16]=4)=[CH:14][CH:13]=[CH:12][C:11]=5[OH:10])=[O:24])[CH:61]=[CH:62][CH:63]=3)[CH:56]=[CH:57][C:50]=12. The yield is 0.180. (5) The reactants are OO.C(OC(C(F)(F)F)=O)(C(F)(F)F)=[O:4].[CH3:16][O:17][CH:18]1[CH2:21][N:20]([CH2:22][CH2:23][CH2:24][C:25]2[N:26]=[N+:27]([O-:38])[C:28]3[CH:37]=[C:36]4[C:32]([CH2:33][CH2:34][CH2:35]4)=[CH:31][C:29]=3[N:30]=2)[CH2:19]1.C(O)(C(F)(F)F)=O. The catalyst is C(Cl)Cl.N. The product is [CH3:16][O:17][CH:18]1[CH2:21][N:20]([CH2:22][CH2:23][CH2:24][C:25]2[N:26]=[N+:27]([O-:38])[C:28]3[CH:37]=[C:36]4[C:32]([CH2:33][CH2:34][CH2:35]4)=[CH:31][C:29]=3[N+:30]=2[O-:4])[CH2:19]1. The yield is 0.600. (6) The reactants are [NH:1]1[C:5]2=[N:6][CH:7]=[CH:8][CH:9]=[C:4]2[CH2:3][C:2]1=[O:10].[N:11]1[CH:16]=[CH:15][CH:14]=[CH:13][C:12]=1/[CH:17]=[CH:18]/[C:19]1[C:27]2[C:22](=[CH:23][C:24]([CH:28]=O)=[CH:25][CH:26]=2)[NH:21][N:20]=1. No catalyst specified. The product is [N:11]1[CH:16]=[CH:15][CH:14]=[CH:13][C:12]=1/[CH:17]=[CH:18]/[C:19]1[C:27]2[C:22](=[CH:23][C:24](/[CH:28]=[C:3]3/[C:2](=[O:10])[NH:1][C:5]4[C:4]/3=[CH:9][CH:8]=[CH:7][N:6]=4)=[CH:25][CH:26]=2)[NH:21][N:20]=1. The yield is 0.210. (7) The catalyst is C1COCC1.C1CCCCC1.O. The reactants are ClC1CCCCC1.C([O:10][CH:11](OCC)[C:12]1[O:16][CH:15]=[CH:14][CH:13]=1)C.[Li].[B:21](OC)([O:24]C)[O:22]C.Cl. The yield is 0.770. The product is [CH:11]([C:12]1[O:16][C:15]([B:21]([OH:24])[OH:22])=[CH:14][CH:13]=1)=[O:10]. (8) The reactants are [Cl:1][C:2]1[CH:3]=[C:4]([OH:8])[CH:5]=[N:6][CH:7]=1.[H-].[Na+].[Cl:11][CH2:12][CH2:13][CH2:14]I.[Na+].[Cl-]. The catalyst is CN(C)C=O.O. The product is [Cl:1][C:2]1[CH:7]=[N:6][CH:5]=[C:4]([O:8][CH2:14][CH2:13][CH2:12][Cl:11])[CH:3]=1. The yield is 0.730.